From a dataset of Reaction yield outcomes from USPTO patents with 853,638 reactions. Predict the reaction yield, written as a fraction of the theoretical maximum amount of product (1.0 means a 100% yield; for example, 0.34 means a 34% yield). (1) The reactants are [F:1][CH:2]1[C:7]([C:8]2[C:16]3[C:11](=[CH:12][CH:13]=[C:14]([NH2:17])[CH:15]=3)[NH:10][CH:9]=2)=[CH:6][CH2:5][N:4]([CH3:18])[CH2:3]1.I.CS[C:22]([C:24]1[S:25][CH:26]=[CH:27][CH:28]=1)=[NH:23]. The catalyst is C(O)C. The product is [F:1][CH:2]1[C:7]([C:8]2[C:16]3[C:11](=[CH:12][CH:13]=[C:14]([NH:17][C:22]([C:24]4[S:25][CH:26]=[CH:27][CH:28]=4)=[NH:23])[CH:15]=3)[NH:10][CH:9]=2)=[CH:6][CH2:5][N:4]([CH3:18])[CH2:3]1. The yield is 0.580. (2) The reactants are [CH2:1]([O:3][C:4]1[C:8]([CH2:9][CH2:10][CH2:11][OH:12])=[CH:7][N:6]([C:13]2[CH:18]=[CH:17][C:16]([C:19]([F:22])([F:21])[F:20])=[CH:15][N:14]=2)[N:5]=1)[CH3:2].[CH2:23]([O:25][C:26]1[C:27](O)=[C:28]([CH2:32][C:33]([O:35]C)=[O:34])[CH:29]=[CH:30][CH:31]=1)[CH3:24].C(P(CCCC)CCCC)CCC.N(C(N1CCCCC1)=O)=NC(N1CCCCC1)=O. The catalyst is O1CCCC1. The product is [CH2:23]([O:25][C:26]1[C:27]([O:12][CH2:11][CH2:10][CH2:9][C:8]2[C:4]([O:3][CH2:1][CH3:2])=[N:5][N:6]([C:13]3[CH:18]=[CH:17][C:16]([C:19]([F:21])([F:20])[F:22])=[CH:15][N:14]=3)[CH:7]=2)=[C:28]([CH2:32][C:33]([OH:35])=[O:34])[CH:29]=[CH:30][CH:31]=1)[CH3:24]. The yield is 0.660.